From a dataset of Forward reaction prediction with 1.9M reactions from USPTO patents (1976-2016). Predict the product of the given reaction. (1) Given the reactants [C:1]([C:5]1[CH:10]=[CH:9][C:8]([NH:11][C:12](=[O:14])[CH3:13])=[CH:7][CH:6]=1)(=[O:4])[CH2:2][CH3:3].[N+:15]([O-])([OH:17])=[O:16].O, predict the reaction product. The product is: [N+:15]([C:7]1[CH:6]=[C:5]([C:1](=[O:4])[CH2:2][CH3:3])[CH:10]=[CH:9][C:8]=1[NH:11][C:12](=[O:14])[CH3:13])([O-:17])=[O:16]. (2) The product is: [C:14]([C:11]1[CH:12]=[CH:13][C:8]([C:5]2([O:4][CH:1]([CH3:2])[CH3:3])[CH2:6][CH2:7]2)=[C:9]([CH2:20][CH3:21])[CH:10]=1)#[CH:15]. Given the reactants [CH:1]([O:4][C:5]1([C:8]2[CH:13]=[CH:12][C:11]([C:14]#[C:15][Si](C)(C)C)=[CH:10][C:9]=2[CH2:20][CH3:21])[CH2:7][CH2:6]1)([CH3:3])[CH3:2].C(=O)([O-])[O-].[K+].[K+], predict the reaction product. (3) Given the reactants [CH3:1][O:2][C:3]1[CH:4]=[C:5]([NH2:15])[CH:6]=[CH:7][C:8]=1[N:9]1[CH:13]=[C:12]([CH3:14])[N:11]=[CH:10]1.Cl[C:17]1[CH:22]=[C:21]([O:23][C:24]2[C:29]([Cl:30])=[CH:28][CH:27]=[CH:26][C:25]=2[Cl:31])[N:20]=[CH:19][N:18]=1, predict the reaction product. The product is: [Cl:31][C:25]1[CH:26]=[CH:27][CH:28]=[C:29]([Cl:30])[C:24]=1[O:23][C:21]1[CH:22]=[CH:17][N:18]=[C:19]([NH:15][C:5]2[CH:6]=[CH:7][C:8]([N:9]3[CH:13]=[C:12]([CH3:14])[N:11]=[CH:10]3)=[C:3]([O:2][CH3:1])[CH:4]=2)[N:20]=1. (4) Given the reactants [C:1]([O:11][CH:12]([CH3:14])[CH3:13])(=[O:10])/[CH:2]=[CH:3]/[C:4]([O:6][CH:7]([CH3:9])[CH3:8])=[O:5].[C:15]([O:25][CH3:26])(=[O:24])[CH:16]=[CH:17][C:18]1[CH:23]=[CH:22][CH:21]=[CH:20][CH:19]=1.C(OC(OC=C)CCC)=C.C(OOOC(C)(C)C)(=O)C(C)(C)C, predict the reaction product. The product is: [C:4]([O:6][CH:7]([CH3:9])[CH3:8])(=[O:5])/[CH:3]=[CH:2]/[C:1]([O:11][CH:12]([CH3:14])[CH3:13])=[O:10].[C:15]([O:25][CH3:26])(=[O:24])[CH:16]=[CH:17][C:18]1[CH:19]=[CH:20][CH:21]=[CH:22][CH:23]=1. (5) Given the reactants [CH2:1]([O:3][CH:4]([O:20][CH2:21][CH3:22])[C:5]1([C@H:8]([NH:11][C@H:12]([C:14]2[CH:19]=[CH:18][CH:17]=[CH:16][CH:15]=2)[CH3:13])[C:9]#[N:10])[CH2:7][CH2:6]1)[CH3:2].[OH-].[Na+].[H][H], predict the reaction product. The product is: [NH2:10][CH2:9][C@@H:8]([NH:11][C@H:12]([C:14]1[CH:15]=[CH:16][CH:17]=[CH:18][CH:19]=1)[CH3:13])[C:5]1([CH:4]([O:3][CH2:1][CH3:2])[O:20][CH2:21][CH3:22])[CH2:7][CH2:6]1. (6) Given the reactants [CH3:16][C:11]1([CH3:17])[C:12]([CH3:15])([CH3:14])[O:13][B:9]([B:9]2[O:13][C:12]([CH3:15])([CH3:14])[C:11]([CH3:17])([CH3:16])[O:10]2)[O:10]1.C([O-])(=O)C.[K+].Br[C:25]1[CH:26]=[N:27][CH:28]=[C:29]([CH:35]=1)[C:30]([O:32][CH2:33][CH3:34])=[O:31], predict the reaction product. The product is: [CH3:15][C:12]1([CH3:14])[C:11]([CH3:16])([CH3:17])[O:10][B:9]([C:25]2[CH:26]=[N:27][CH:28]=[C:29]([CH:35]=2)[C:30]([O:32][CH2:33][CH3:34])=[O:31])[O:13]1.